This data is from Forward reaction prediction with 1.9M reactions from USPTO patents (1976-2016). The task is: Predict the product of the given reaction. (1) Given the reactants Cl[C:2]1[CH:7]=[C:6]([N:8]2[CH2:13][CH2:12][O:11][CH:10]([C:14]3[NH:15][CH:16]=[C:17]([C:19]4[CH:24]=[CH:23][C:22]([O:25][CH3:26])=[CH:21][CH:20]=4)[N:18]=3)[CH2:9]2)[N:5]=[C:4]([NH2:27])[N:3]=1.[F:28][C:29]1[CH:36]=[C:35](B2OC(C)(C)C(C)(C)O2)[CH:34]=[CH:33][C:30]=1[C:31]#[N:32].C([O-])([O-])=O.[Na+].[Na+], predict the reaction product. The product is: [NH2:27][C:4]1[N:3]=[C:2]([C:35]2[CH:34]=[CH:33][C:30]([C:31]#[N:32])=[C:29]([F:28])[CH:36]=2)[CH:7]=[C:6]([N:8]2[CH2:13][CH2:12][O:11][CH:10]([C:14]3[NH:15][CH:16]=[C:17]([C:19]4[CH:24]=[CH:23][C:22]([O:25][CH3:26])=[CH:21][CH:20]=4)[N:18]=3)[CH2:9]2)[N:5]=1. (2) Given the reactants [C:1](=[O:4])([O-])O.[Na+].[NH2:6][C:7]1[CH:16]=[CH:15][CH:14]=[C:13]2[C:8]=1[CH:9]=[CH:10][CH:11]=[C:12]2[OH:17].C(Cl)(Cl)=O.[C:22]([C:26]1[CH:34]=[CH:33][C:29]([C:30]([NH2:32])=[O:31])=[CH:28][CH:27]=1)([CH3:25])([CH3:24])[CH3:23], predict the reaction product. The product is: [C:22]([C:26]1[CH:27]=[CH:28][C:29]([C:30]([NH:32][C:1]([NH:6][C:7]2[C:8]3[C:13](=[C:12]([OH:17])[CH:11]=[CH:10][CH:9]=3)[CH:14]=[CH:15][CH:16]=2)=[O:4])=[O:31])=[CH:33][CH:34]=1)([CH3:25])([CH3:23])[CH3:24]. (3) Given the reactants [NH2:1][C@H:2]1[CH2:7][CH2:6][N:5]([C:8]([O:10][C:11]([CH3:14])([CH3:13])[CH3:12])=[O:9])[CH2:4][C@H:3]1[F:15].C(=O)([O-])[O-].[K+].[K+].[C:22](Cl)(=[O:31])[O:23][CH2:24][C:25]1[CH:30]=[CH:29][CH:28]=[CH:27][CH:26]=1.C1COCC1, predict the reaction product. The product is: [CH2:24]([O:23][C:22]([NH:1][C@H:2]1[CH2:7][CH2:6][N:5]([C:8]([O:10][C:11]([CH3:12])([CH3:14])[CH3:13])=[O:9])[CH2:4][C@H:3]1[F:15])=[O:31])[C:25]1[CH:30]=[CH:29][CH:28]=[CH:27][CH:26]=1. (4) Given the reactants [C:1](/[C:3](=[C:7](/[N:9]1[CH2:14][CH2:13][CH:12]([CH2:15][C:16]2[CH:21]=[CH:20][CH:19]=[CH:18][CH:17]=2)[CH2:11][CH2:10]1)\[CH3:8])/[C:4](=[S:6])[NH2:5])#[N:2].Cl.[C:23]1(C)C=CC=CC=1, predict the reaction product. The product is: [CH2:15]([CH:12]1[CH2:13][CH2:14][N:9]([C:7]2[CH:8]=[CH:23][NH:5][C:4](=[S:6])[C:3]=2[C:1]#[N:2])[CH2:10][CH2:11]1)[C:16]1[CH:21]=[CH:20][CH:19]=[CH:18][CH:17]=1. (5) Given the reactants CC[C@H]1[C@H]2C[C@H]([C@H](OC3C4C(=CC=CC=4)C(O[C@H](C4C=CN=C5C=4C=C(OC)C=C5)[C@@H]4N5C[C@H](CC)[C@@H](CC5)C4)=NN=3)C3C=CN=C4C=3C=C([O:22]C)C=C4)N(CC2)C1.C(O)CCC.[I:64][C:65]1[CH:70]=[CH:69][C:68]([C:71]([C:73]2[CH:78]=[CH:77][C:76]([O:79][CH3:80])=[CH:75][CH:74]=2)=[CH2:72])=[CH:67][CH:66]=1.[OH2:81], predict the reaction product. The product is: [I:64][C:65]1[CH:66]=[CH:67][C:68]([C:71]([C:73]2[CH:74]=[CH:75][C:76]([O:79][CH3:80])=[CH:77][CH:78]=2)([OH:22])[CH2:72][OH:81])=[CH:69][CH:70]=1. (6) Given the reactants [F:1][C:2]1[C:7]([F:8])=[CH:6][CH:5]=[CH:4][C:3]=1[C:9]1([OH:14])[CH2:13][CH2:12][NH:11][CH2:10]1.C(=O)([O-])[O-].[K+].[K+].Br[CH2:22][CH2:23][O:24][CH3:25], predict the reaction product. The product is: [F:1][C:2]1[C:7]([F:8])=[CH:6][CH:5]=[CH:4][C:3]=1[C:9]1([OH:14])[CH2:13][CH2:12][N:11]([CH2:22][CH2:23][O:24][CH3:25])[CH2:10]1. (7) Given the reactants C([O:5][C:6](=[O:20])[CH2:7][CH2:8][O:9][CH2:10][CH2:11][NH:12]C(OC(C)(C)C)=O)(C)(C)C, predict the reaction product. The product is: [NH2:12][CH2:11][CH2:10][O:9][CH2:8][CH2:7][C:6]([OH:20])=[O:5].